This data is from Full USPTO retrosynthesis dataset with 1.9M reactions from patents (1976-2016). The task is: Predict the reactants needed to synthesize the given product. (1) Given the product [Cl:1][C:2]1[CH:7]=[C:6]([CH2:8][NH:9][C:10]([NH2:26])=[N:11][C:12](=[O:25])[CH2:13][C:14]2[C:22]3[C:17](=[CH:18][CH:19]=[C:20]([F:32])[CH:21]=3)[NH:16][CH:15]=2)[CH:5]=[C:4]([Cl:27])[C:3]=1[NH:28][C:29](=[O:31])[CH3:30], predict the reactants needed to synthesize it. The reactants are: [Cl:1][C:2]1[CH:7]=[C:6]([CH2:8][NH:9][C:10]([NH2:26])=[N:11][C:12](=[O:25])[CH2:13][C:14]2[C:22]3[C:17](=[CH:18][CH:19]=[C:20](OC)[CH:21]=3)[NH:16][CH:15]=2)[CH:5]=[C:4]([Cl:27])[C:3]=1[NH:28][C:29](=[O:31])[CH3:30].[F:32]C1C=C2C(=CC=1)NC=C2CC(O)=O.COC1C=C2C(=CC=1)NC=C2CC(N(C(SC)=N)C(=O)OC(C)(C)C)=O.C(NC1C(Cl)=CC(CN)=CC=1Cl)(=O)C. (2) Given the product [C:33]([O:37][C:38](=[O:52])[C:39]([CH3:40])([S:41][C:42]1[CH:50]=[CH:49][C:45]([C:46]([O:13][C@H:14]([C:16]2[N:20]([CH2:21][CH2:22][CH3:23])[C:19](=[O:24])[N:18]([CH2:25][C:26]3[CH:27]=[CH:28][C:29]([CH3:32])=[CH:30][CH:31]=3)[N:17]=2)[CH3:15])=[O:47])=[CH:44][CH:43]=1)[CH3:51])([CH3:34])([CH3:35])[CH3:36], predict the reactants needed to synthesize it. The reactants are: Cl.CN(C)CCCN=C=NCC.[OH:13][C@H:14]([C:16]1[N:20]([CH2:21][CH2:22][CH3:23])[C:19](=[O:24])[N:18]([CH2:25][C:26]2[CH:31]=[CH:30][C:29]([CH3:32])=[CH:28][CH:27]=2)[N:17]=1)[CH3:15].[C:33]([O:37][C:38](=[O:52])[C:39]([CH3:51])([S:41][C:42]1[CH:50]=[CH:49][C:45]([C:46](O)=[O:47])=[CH:44][CH:43]=1)[CH3:40])([CH3:36])([CH3:35])[CH3:34]. (3) The reactants are: Br[CH2:2][C:3]1[CH:8]=[CH:7][C:6]([CH2:9][CH2:10][N:11]2[CH:16]=[CH:15][C:14]([O:17][CH2:18][C:19]3[CH:24]=[CH:23][CH:22]=[C:21]([F:25])[CH:20]=3)=[CH:13][C:12]2=[O:26])=[CH:5][CH:4]=1.N1CCCC1.CN(C=[O:36])C. Given the product [F:25][C:21]1[CH:20]=[C:19]([CH:24]=[CH:23][CH:22]=1)[CH2:18][O:17][C:14]1[CH:15]=[CH:16][N:11]([CH2:10][CH2:9][C:6]2[CH:7]=[CH:8][C:3]([CH2:2][OH:36])=[CH:4][CH:5]=2)[C:12](=[O:26])[CH:13]=1, predict the reactants needed to synthesize it. (4) Given the product [CH3:1][CH:2]1[CH2:11][C:10]2[C:5](=[CH:6][C:7]([C:12]([F:13])([F:15])[F:14])=[CH:8][CH:9]=2)[C:4](=[O:16])[N:3]1[C:18]1[CH:19]=[N:20][CH:21]=[CH:22][C:23]=1[CH3:24], predict the reactants needed to synthesize it. The reactants are: [CH3:1][CH:2]1[CH2:11][C:10]2[C:5](=[CH:6][C:7]([C:12]([F:15])([F:14])[F:13])=[CH:8][CH:9]=2)[C:4](=[O:16])[NH:3]1.I[C:18]1[CH:19]=[N:20][CH:21]=[CH:22][C:23]=1[CH3:24].[O-]P([O-])([O-])=O.[K+].[K+].[K+].CN[C@@H]1CCCC[C@H]1NC. (5) Given the product [NH2:1][C:2]1[C:11]2[C:6](=[CH:7][CH:8]=[CH:9][C:10]=2[CH2:12][CH2:13][CH:14]2[CH2:19][CH2:18][CH2:17][CH2:16][CH2:15]2)[N:5]=[C:4]([CH2:20][C:21]([OH:23])=[O:22])[C:3]=1[C:26]([OH:28])=[O:27], predict the reactants needed to synthesize it. The reactants are: [NH2:1][C:2]1[C:11]2[C:6](=[CH:7][CH:8]=[CH:9][C:10]=2[CH2:12][CH2:13][CH:14]2[CH2:19][CH2:18][CH2:17][CH2:16][CH2:15]2)[N:5]=[C:4]([CH2:20][C:21]([O:23]CC)=[O:22])[C:3]=1[C:26]([O:28]CC)=[O:27].